From a dataset of Catalyst prediction with 721,799 reactions and 888 catalyst types from USPTO. Predict which catalyst facilitates the given reaction. Reactant: [CH:1]1([C:4]([C:7]2[CH:12]=[CH:11][C:10]([O:13][CH3:14])=[C:9]([F:15])[CH:8]=2)(O)[CH3:5])[CH2:3][CH2:2]1.FC(F)(F)C(O)=O.[CH3:23][S:24][CH2:25][C:26]1[CH:27]=[CH:28][CH:29]=[C:30]2[C:34]=1[NH:33][CH:32]=[CH:31]2. Product: [CH:1]1([C:4]([C:31]2[C:30]3[C:34](=[C:26]([CH2:25][S:24][CH3:23])[CH:27]=[CH:28][CH:29]=3)[NH:33][CH:32]=2)([C:7]2[CH:12]=[CH:11][C:10]([O:13][CH3:14])=[C:9]([F:15])[CH:8]=2)[CH3:5])[CH2:3][CH2:2]1. The catalyst class is: 4.